This data is from Reaction yield outcomes from USPTO patents with 853,638 reactions. The task is: Predict the reaction yield, written as a fraction of the theoretical maximum amount of product (1.0 means a 100% yield; for example, 0.34 means a 34% yield). The reactants are [F:1][C:2]1[CH:3]=[C:4]([C:8]2[CH:9]=[C:10]([CH2:15][NH:16][C:17]3[C:18]([CH3:32])=[C:19]([CH:28]=[CH:29][C:30]=3[CH3:31])[O:20][CH2:21][C:22]([O:24]C(C)C)=[O:23])[CH:11]=[C:12]([CH3:14])[CH:13]=2)[CH:5]=[CH:6][CH:7]=1.[Li+].[OH-]. The catalyst is C1COCC1. The product is [F:1][C:2]1[CH:3]=[C:4]([C:8]2[CH:9]=[C:10]([CH2:15][NH:16][C:17]3[C:18]([CH3:32])=[C:19]([CH:28]=[CH:29][C:30]=3[CH3:31])[O:20][CH2:21][C:22]([OH:24])=[O:23])[CH:11]=[C:12]([CH3:14])[CH:13]=2)[CH:5]=[CH:6][CH:7]=1. The yield is 0.680.